Task: Predict the reactants needed to synthesize the given product.. Dataset: Full USPTO retrosynthesis dataset with 1.9M reactions from patents (1976-2016) (1) The reactants are: [CH2:1]([C:3]1[CH:8]=[C:7]([O:9][CH3:10])[CH:6]=[CH:5][C:4]=1[N+:11]([O-])=O)[CH3:2].Cl.[OH-].[Na+]. Given the product [CH2:1]([C:3]1[CH:8]=[C:7]([O:9][CH3:10])[CH:6]=[CH:5][C:4]=1[NH2:11])[CH3:2], predict the reactants needed to synthesize it. (2) Given the product [CH3:4][C:2]([C:5]1[CH:26]=[CH:25][C:8]2[CH:9]=[C:10]([C:20]([OH:22])=[O:21])[CH:11]([C:13]([F:18])([F:19])[C:14]([F:17])([F:16])[F:15])[O:12][C:7]=2[CH:6]=1)([CH3:1])[CH3:3], predict the reactants needed to synthesize it. The reactants are: [CH3:1][C:2]([C:5]1[CH:26]=[CH:25][C:8]2[CH:9]=[C:10]([C:20]([O:22]CC)=[O:21])[CH:11]([C:13]([F:19])([F:18])[C:14]([F:17])([F:16])[F:15])[O:12][C:7]=2[CH:6]=1)([CH3:4])[CH3:3].[OH-].[Na+]. (3) Given the product [CH2:1]([O:8][C:9]1[CH:14]=[CH:13][C:12]([C@@H:15]([O:18][Si:32]([C:29]([CH3:31])([CH3:30])[CH3:28])([CH3:34])[CH3:33])[CH2:16][Br:17])=[CH:11][C:10]=1[CH2:19][O:20][Si:21]([C:24]([CH3:27])([CH3:26])[CH3:25])([CH3:22])[CH3:23])[C:2]1[CH:3]=[CH:4][CH:5]=[CH:6][CH:7]=1, predict the reactants needed to synthesize it. The reactants are: [CH2:1]([O:8][C:9]1[CH:14]=[CH:13][C:12]([C@@H:15]([OH:18])[CH2:16][Br:17])=[CH:11][C:10]=1[CH2:19][O:20][Si:21]([C:24]([CH3:27])([CH3:26])[CH3:25])([CH3:23])[CH3:22])[C:2]1[CH:7]=[CH:6][CH:5]=[CH:4][CH:3]=1.[CH3:28][C:29]([Si:32](Cl)([CH3:34])[CH3:33])([CH3:31])[CH3:30]. (4) Given the product [Br:19][C:7]1[CH:6]=[C:5]([S:8]([N:11]([CH3:13])[CH3:12])(=[O:10])=[O:9])[CH:4]=[CH:3][C:2]=1[F:1], predict the reactants needed to synthesize it. The reactants are: [F:1][C:2]1[CH:7]=[CH:6][C:5]([S:8]([N:11]([CH3:13])[CH3:12])(=[O:10])=[O:9])=[CH:4][CH:3]=1.S(=O)(=O)(O)O.[Br:19]N1C(=O)CCC1=O. (5) Given the product [Br:15][C:16]1[CH:17]=[C:18]([NH:24][C:3](=[O:4])[CH:2]([OH:1])[CH3:6])[C:19]([O:22][CH3:23])=[N:20][CH:21]=1, predict the reactants needed to synthesize it. The reactants are: [OH:1][CH:2]([CH3:6])[C:3](O)=[O:4].ClC(N(C)C)=C(C)C.[Br:15][C:16]1[CH:17]=[C:18]([NH2:24])[C:19]([O:22][CH3:23])=[N:20][CH:21]=1.CNC. (6) The reactants are: [OH:1][C:2]1[CH:10]=[CH:9][C:5]([C:6]([OH:8])=[O:7])=[CH:4][CH:3]=1.[CH:11]1([CH3:23])[CH2:16][CH2:15][CH:14]([CH:17]([CH3:19])[CH3:18])[CH:13]([O:20][CH2:21]Cl)[CH2:12]1.C(N(CC)CC)C.CC(C)=O. Given the product [OH:1][C:2]1[CH:10]=[CH:9][C:5]([C:6]([O:8][CH2:21][O:20][C@@H:13]2[CH2:12][C@H:11]([CH3:23])[CH2:16][CH2:15][C@H:14]2[CH:17]([CH3:19])[CH3:18])=[O:7])=[CH:4][CH:3]=1, predict the reactants needed to synthesize it.